From a dataset of Reaction yield outcomes from USPTO patents with 853,638 reactions. Predict the reaction yield, written as a fraction of the theoretical maximum amount of product (1.0 means a 100% yield; for example, 0.34 means a 34% yield). The reactants are Cl[C:2]1[C:11]([CH3:12])=[CH:10][C:9]2[C:4](=[CH:5][CH:6]=[C:7]([O:13][CH3:14])[CH:8]=2)[N:3]=1.[NH:15]1[C:19]([C:20]2[CH:25]=[CH:24][C:23](B(O)O)=[CH:22][CH:21]=2)=[N:18][N:17]=[N:16]1.C([O-])([O-])=O.[K+].[K+].COCCOCCO.Cl. The catalyst is [OH-].[Na+].C1C=CC(P(C2C=CC=CC=2)[C-]2C=CC=C2)=CC=1.C1C=CC(P(C2C=CC=CC=2)[C-]2C=CC=C2)=CC=1.Cl[Pd]Cl.[Fe+2].O. The product is [NH:18]1[C:19]([C:20]2[CH:25]=[CH:24][C:23]([C:2]3[C:11]([CH3:12])=[CH:10][C:9]4[C:4](=[CH:5][CH:6]=[C:7]([O:13][CH3:14])[CH:8]=4)[N:3]=3)=[CH:22][CH:21]=2)=[N:15][N:16]=[N:17]1. The yield is 0.840.